This data is from NCI-60 drug combinations with 297,098 pairs across 59 cell lines. The task is: Regression. Given two drug SMILES strings and cell line genomic features, predict the synergy score measuring deviation from expected non-interaction effect. Drug 1: C1CCC(C1)C(CC#N)N2C=C(C=N2)C3=C4C=CNC4=NC=N3. Drug 2: CN(C)C1=NC(=NC(=N1)N(C)C)N(C)C. Cell line: HCT-15. Synergy scores: CSS=-9.13, Synergy_ZIP=1.38, Synergy_Bliss=-3.25, Synergy_Loewe=-7.76, Synergy_HSA=-7.08.